From a dataset of Reaction yield outcomes from USPTO patents with 853,638 reactions. Predict the reaction yield, written as a fraction of the theoretical maximum amount of product (1.0 means a 100% yield; for example, 0.34 means a 34% yield). (1) The reactants are [C:1]([O:5][C:6]([N:8]1[CH2:12][CH2:11][CH:10]([C:13]2[CH:18]=[CH:17][C:16]([S:19]([C:22]3[CH:27]=[CH:26][CH:25]=[C:24]([F:28])[CH:23]=3)(=[O:21])=[O:20])=[CH:15][C:14]=2[OH:29])[CH2:9]1)=[O:7])([CH3:4])([CH3:3])[CH3:2].[BH4-].[Li+].OS([O-])(=O)=O.[K+].[O-]S([O-])(=O)=O.[Na+].[Na+].C1C[O:48][CH2:47][CH2:46]1. No catalyst specified. The product is [C:1]([O:5][C:6]([N:8]1[CH2:12][CH2:11][CH:10]([C:13]2[CH:18]=[CH:17][C:16]([S:19]([C:22]3[CH:27]=[CH:26][CH:25]=[C:24]([F:28])[CH:23]=3)(=[O:21])=[O:20])=[CH:15][C:14]=2[O:29][CH2:46][CH2:47][OH:48])[CH2:9]1)=[O:7])([CH3:4])([CH3:2])[CH3:3]. The yield is 0.910. (2) The reactants are [O:1]=[C:2]1[N:7]([CH2:8][C:9]([OH:11])=O)[N:6]=[N:5][C:4]2[CH:12]=[CH:13][CH:14]=[CH:15][C:3]1=2.[Cl:16][C:17]1[CH:22]=[C:21]([O:23][CH3:24])[CH:20]=[CH:19][C:18]=1[CH2:25][CH2:26][NH2:27]. No catalyst specified. The product is [Cl:16][C:17]1[CH:22]=[C:21]([O:23][CH3:24])[CH:20]=[CH:19][C:18]=1[CH2:25][CH2:26][NH:27][C:9](=[O:11])[CH2:8][N:7]1[C:2](=[O:1])[C:3]2[CH:15]=[CH:14][CH:13]=[CH:12][C:4]=2[N:5]=[N:6]1. The yield is 0.610. (3) The reactants are O[O:2][S:3]([O-:5])=O.[K+].[Cl:7][C:8]1[C:13]([C:14]#[N:15])=[C:12]([C:16]2[CH:21]=[CH:20][C:19]([F:22])=[CH:18][C:17]=2[CH3:23])[CH:11]=[C:10]([N:24]2[CH2:29][CH2:28]S[CH2:26][CH2:25]2)[N:9]=1.N#N. The catalyst is CN1C(=O)CCC1.O. The product is [Cl:7][C:8]1[C:13]([C:14]#[N:15])=[C:12]([C:16]2[CH:21]=[CH:20][C:19]([F:22])=[CH:18][C:17]=2[CH3:23])[CH:11]=[C:10]([N:24]2[CH2:25][CH2:26][S:3](=[O:5])(=[O:2])[CH2:28][CH2:29]2)[N:9]=1. The yield is 1.01. (4) The reactants are [Cl:1][C:2]1[CH:7]=[CH:6][CH:5]=[CH:4][C:3]=1[S:8](Cl)(=[O:10])=[O:9].Cl.[C:13]1([C:31]2[CH:36]=[CH:35][CH:34]=[CH:33][CH:32]=2)[CH:18]=[CH:17][C:16]([NH:19][C:20](=[O:30])[CH2:21][C:22](=[O:29])[N:23]2[CH2:28][CH2:27][NH:26][CH2:25][CH2:24]2)=[CH:15][CH:14]=1.CCN(C(C)C)C(C)C. The catalyst is ClCCl. The product is [C:13]1([C:31]2[CH:36]=[CH:35][CH:34]=[CH:33][CH:32]=2)[CH:14]=[CH:15][C:16]([NH:19][C:20](=[O:30])[CH2:21][C:22]([N:23]2[CH2:24][CH2:25][N:26]([S:8]([C:3]3[CH:4]=[CH:5][CH:6]=[CH:7][C:2]=3[Cl:1])(=[O:10])=[O:9])[CH2:27][CH2:28]2)=[O:29])=[CH:17][CH:18]=1. The yield is 0.360. (5) The reactants are [Si:1]([O:8][C:9]1[CH:14]=[CH:13][C:12]([CH2:15][CH2:16][NH:17][C:18]2[C:27]3[C:22](=[N:23][CH:24]=[CH:25][N:26]=3)[N:21]=[CH:20][N:19]=2)=[CH:11][CH:10]=1)([C:4]([CH3:7])([CH3:6])[CH3:5])([CH3:3])[CH3:2].[C:28]([O:32][C:33](O[C:33]([O:32][C:28]([CH3:31])([CH3:30])[CH3:29])=[O:34])=[O:34])([CH3:31])([CH3:30])[CH3:29]. The catalyst is CN(C=O)C.CN(C1C=CN=CC=1)C.O. The product is [C:28]([O:32][C:33](=[O:34])[N:17]([CH2:16][CH2:15][C:12]1[CH:11]=[CH:10][C:9]([O:8][Si:1]([C:4]([CH3:5])([CH3:6])[CH3:7])([CH3:2])[CH3:3])=[CH:14][CH:13]=1)[C:18]1[C:27]2[C:22](=[N:23][CH:24]=[CH:25][N:26]=2)[N:21]=[CH:20][N:19]=1)([CH3:31])([CH3:30])[CH3:29]. The yield is 0.830.